This data is from Reaction yield outcomes from USPTO patents with 853,638 reactions. The task is: Predict the reaction yield, written as a fraction of the theoretical maximum amount of product (1.0 means a 100% yield; for example, 0.34 means a 34% yield). (1) The reactants are Cl[CH2:2][CH2:3][C:4]1[CH:5]=[C:6]2[C:11](=[C:12]([CH3:15])[C:13]=1[F:14])[NH:10][C:9](=[O:16])[CH2:8][C:7]2([CH3:18])[CH3:17].Cl.[N:20]1([C:26]2[C:30]3[CH:31]=[CH:32][CH:33]=[CH:34][C:29]=3[S:28][N:27]=2)[CH2:25][CH2:24][NH:23][CH2:22][CH2:21]1.C(=O)([O-])[O-].[K+].[K+].[I].[K]. The catalyst is C(#N)C.O. The product is [S:28]1[C:29]2[CH:34]=[CH:33][CH:32]=[CH:31][C:30]=2[C:26]([N:20]2[CH2:21][CH2:22][N:23]([CH2:2][CH2:3][C:4]3[CH:5]=[C:6]4[C:11](=[C:12]([CH3:15])[C:13]=3[F:14])[NH:10][C:9](=[O:16])[CH2:8][C:7]4([CH3:18])[CH3:17])[CH2:24][CH2:25]2)=[N:27]1. The yield is 0.850. (2) The reactants are [Cl:1][C:2]1[CH:12]=[C:11]([NH:13][CH3:14])[C:5]([C:6](OCC)=[O:7])=[CH:4][N:3]=1.[H-].[H-].[H-].[H-].[Li+].[Al+3].N#N. The catalyst is C1COCC1. The product is [Cl:1][C:2]1[N:3]=[CH:4][C:5]([CH2:6][OH:7])=[C:11]([NH:13][CH3:14])[CH:12]=1. The yield is 0.906. (3) The reactants are Cl[C:2]1[N:7]=[C:6]([Cl:8])[CH:5]=[C:4]([Cl:9])[N:3]=1.CCN(C(C)C)C(C)C.[CH3:19][C@H:20]1[CH2:25][O:24][CH2:23][CH2:22][NH:21]1. The catalyst is O1CCOCC1.CCOC(C)=O. The product is [Cl:9][C:4]1[CH:5]=[C:6]([Cl:8])[N:7]=[C:2]([N:21]2[CH2:22][CH2:23][O:24][CH2:25][C@@H:20]2[CH3:19])[N:3]=1. The yield is 0.340. (4) The reactants are [CH3:1][O:2][C:3](=[O:15])[C:4]1[CH:13]=[CH:12][C:11]([OH:14])=[C:6]([C:7]([O:9]C)=[O:8])[CH:5]=1.N#N.CCCCCCC.CCOC(C)=O.CC(O)=O. The catalyst is N1C=CC=CC=1. The product is [CH3:1][O:2][C:3](=[O:15])[C:4]1[CH:13]=[CH:12][C:11]([OH:14])=[C:6]([C:7]([OH:9])=[O:8])[CH:5]=1. The yield is 0.990. (5) The reactants are [C:1]1([S:7]([N:10]2[C:14]3=[N:15][CH:16]=[C:17]([CH3:19])[CH:18]=[C:13]3[CH:12]=[C:11]2[C:20](OS(C2C=CC(C)=CC=2)(=O)=O)=[CH:21][CH:22]2[CH2:26][CH2:25][CH2:24][CH2:23]2)(=[O:9])=[O:8])[CH:6]=[CH:5][CH:4]=[CH:3][CH:2]=1.[CH3:38][O:39][C:40](=[O:57])[C:41]1[CH:46]=[CH:45][C:44](B2OC(C)(C)C(C)(C)O2)=[CH:43][C:42]=1[F:56].C(=O)([O-])[O-].[Na+].[Na+]. The catalyst is O1CCOCC1.C(OCC)(=O)C.Cl[Pd](Cl)([P](C1C=CC=CC=1)(C1C=CC=CC=1)C1C=CC=CC=1)[P](C1C=CC=CC=1)(C1C=CC=CC=1)C1C=CC=CC=1. The product is [CH3:38][O:39][C:40](=[O:57])[C:41]1[CH:46]=[CH:45][C:44]([C:20]([C:11]2[N:10]([S:7]([C:1]3[CH:2]=[CH:3][CH:4]=[CH:5][CH:6]=3)(=[O:9])=[O:8])[C:14]3=[N:15][CH:16]=[C:17]([CH3:19])[CH:18]=[C:13]3[CH:12]=2)=[CH:21][CH:22]2[CH2:26][CH2:25][CH2:24][CH2:23]2)=[CH:43][C:42]=1[F:56]. The yield is 0.830. (6) The reactants are [O:1]=[C:2]1[C:10]2([C:22]3[C:13](=[CH:14][C:15]4[O:20][CH2:19][CH2:18][O:17][C:16]=4[CH:21]=3)[O:12][CH2:11]2)[C:9]2[C:4](=[CH:5][CH:6]=[CH:7][CH:8]=2)[N:3]1[CH2:23][C:24]([O:26]CC)=O.O.[NH2:30][NH2:31]. The catalyst is C(O)C. The product is [O:1]=[C:2]1[C:10]2([C:22]3[C:13](=[CH:14][C:15]4[O:20][CH2:19][CH2:18][O:17][C:16]=4[CH:21]=3)[O:12][CH2:11]2)[C:9]2[C:4](=[CH:5][CH:6]=[CH:7][CH:8]=2)[N:3]1[CH2:23][C:24]([NH:30][NH2:31])=[O:26]. The yield is 0.840. (7) The reactants are [CH2:1]([O:3][C:4](=[O:18])[C:5]1[CH:10]=[C:9]([CH3:11])[C:8]([N+:12]([O-:14])=[O:13])=[CH:7][C:6]=1[N+:15]([O-:17])=[O:16])[CH3:2].CO[CH:21]([N:24]([CH3:26])[CH3:25])OC. The catalyst is CN(C=O)C. The product is [CH2:1]([O:3][C:4](=[O:18])[C:5]1[CH:10]=[C:9]([CH:11]=[CH:21][N:24]([CH3:26])[CH3:25])[C:8]([N+:12]([O-:14])=[O:13])=[CH:7][C:6]=1[N+:15]([O-:17])=[O:16])[CH3:2]. The yield is 0.280.